From a dataset of Full USPTO retrosynthesis dataset with 1.9M reactions from patents (1976-2016). Predict the reactants needed to synthesize the given product. Given the product [CH3:10][O:11][C:12]1[CH:24]=[CH:23][C:15]([O:16][C:17]2[CH:22]=[CH:21][C:20]([C:6](=[O:8])[CH2:7][C:2]([CH3:9])([CH3:1])[C:3]([OH:5])=[O:4])=[CH:19][CH:18]=2)=[CH:14][CH:13]=1, predict the reactants needed to synthesize it. The reactants are: [CH3:1][C:2]1([CH3:9])[CH2:7][C:6](=[O:8])[O:5][C:3]1=[O:4].[CH3:10][O:11][C:12]1[CH:24]=[CH:23][C:15]([O:16][C:17]2[CH:22]=[CH:21][CH:20]=[CH:19][CH:18]=2)=[CH:14][CH:13]=1.[Al+3].[Cl-].[Cl-].[Cl-].Cl.